This data is from Experimentally validated miRNA-target interactions with 360,000+ pairs, plus equal number of negative samples. The task is: Binary Classification. Given a miRNA mature sequence and a target amino acid sequence, predict their likelihood of interaction. (1) The protein sequence of the target gene is MRKQEVRTGREAGQGHGTGSPAEQVKALMDLLAGKGSQGSQAPQALDRTPDAPLGPCSNDSRIQRHRKALLSKVGGGPELGGPWHRLASLLLVEGLTDLQLREHDFTQVEATRGGGHPARTVALDRLFLPLSRVSVPPRVSITIGVAGMGKTTLVRHFVRLWAHGQVGKDFSLVLPLTFRDLNTHEKLCADRLICSVFPHVGEPSLAVAVPARALLILDGLDECRTPLDFSNTVACTDPKKEIPVDHLITNIIRGNLFPEVSIWITSRPSASGQIPGGLVDRMTEIRGFNEEEIKVCLEQ.... The miRNA is hsa-miR-665 with sequence ACCAGGAGGCUGAGGCCCCU. Result: 1 (interaction). (2) The protein sequence of the target gene is MDTKHFLPLDFSTQVNSSSLNSPTGRGSMAVPSLHPSLGPGIGSPLGSPGQLHSPISTLSSPINGMGPPFSVISSPMGPHSMSVPTTPTLGFGTGSPQLNSPMNPVSSTEDIKPPLGLNGVLKVPAHPSGNMASFTKHICAICGDRSSGKHYGVYSCEGCKGFFKRTVRKDLTYTCRDNKDCLIDKRQRNRCQYCRYQKCLAMGMKREAVQEERQRGKDRNENEVESTSSANEDMPVEKILEAELAVEPKTETYVEANMGLNPSSPNDPVTNICQAADKQLFTLVEWAKRIPHFSELPLD.... The miRNA is hsa-miR-3151-3p with sequence CCUGAUCCCACAGCCCACCU. Result: 0 (no interaction). (3) The miRNA is mmu-miR-875-5p with sequence UAUACCUCAGUUUUAUCAGGUG. The protein sequence of the target gene is MSGGFELQPRDGGPRVALAPGETVIGRGPLLGITDKRVSRRHAILEVAGGQLRIKPIHTNPCFYQSSEKSQLLPLKPNLWCYLNPGDSFSLLVDKYIFRILSIPSEVEMQCTLRNSQVLDEDNILNETPKSPVINLPHETTGASQLEGSTEIAKTQMTPTNSVSFLGENRDCNKQQPILAERKRILPTWMLAEHLSDQNLSVPAISGGNVIQGSGKEEICKDKSQLNTTQQGRRQLISSGSSENTSAEQDTGEECKNTDQEESTISSKEMPQSFSAITLSNTEMNNIKTNAQRNKLPIEE.... Result: 0 (no interaction). (4) The miRNA is hsa-miR-584-3p with sequence UCAGUUCCAGGCCAACCAGGCU. The protein sequence of the target gene is MDDLFPLIFPSEPAQASGPYVEIIEQPKQRGMRFRYKCEGRSAGSIPGERSTDTTKTHPTIKINGYTGPGTVRISLVTKDPPHRPHPHELVGKDCRDGYYEADLCPDRSIHSFQNLGIQCVKKRDLEQAISQRIQTNNNPFHVPIEEQRGDYDLNAVRLCFQVTVRDPAGRPLLLTPVLSHPIFDNRAPNTAELKICRVNRNSGSCLGGDEIFLLCDKVQKEDIEVYFTGPGWEARGSFSQADVHRQVAIVFRTPPYADPSLQAPVRVSMQLRRPSDRELSEPMEFQYLPDTDDRHRIEE.... Result: 0 (no interaction). (5) The miRNA is hsa-miR-1205 with sequence UCUGCAGGGUUUGCUUUGAG. The protein sequence of the target gene is MMPSESGAERRDRAAAQVGTAAATAVATAAPAGGGPDPEALSAFPGRHLSGLSWPQVKRLDALLSEPIPIHGRGNFPTLSVQPRQIVQVVRSTLEEQGLHVHSVRLHGSAASHVLHPESGLGYKDLDLVFRVDLRSEASFQLTKAVVLACLLDFLPAGVSRAKITPLTLKEAYVQKLVKVCTDSDRWSLISLSNKSGKNVELKFVDSVRRQFEFSIDSFQIILDSLLLFGQCSSTPMSEAFHPTVTGESLYGDFTEALEHLRHRVIATRSPEEIRGGGLLKYCHLLVRGFRPRPSTDVRA.... Result: 1 (interaction).